This data is from Forward reaction prediction with 1.9M reactions from USPTO patents (1976-2016). The task is: Predict the product of the given reaction. (1) Given the reactants [CH3:1][O:2][N:3]=[C:4]([CH2:6][CH2:7][C:8]1[C:13]([Cl:14])=[CH:12][C:11]([Cl:15])=[CH:10][C:9]=1[Cl:16])[CH3:5].C([BH3-])#N.[Na+], predict the reaction product. The product is: [CH3:1][O:2][NH:3][CH:4]([CH3:5])[CH2:6][CH2:7][C:8]1[C:9]([Cl:16])=[CH:10][C:11]([Cl:15])=[CH:12][C:13]=1[Cl:14]. (2) Given the reactants [CH2:1]([C:3]1[CH:8]=[C:7]([C:9]2[CH:10]=[N:11][C:12](S(C)(=O)=O)=[N:13][CH:14]=2)[CH:6]=[CH:5][C:4]=1[N:19]([CH3:30])[C:20]1[N:25]=[CH:24][C:23]2[N:26]=[CH:27][N:28]([CH3:29])[C:22]=2[CH:21]=1)[CH3:2].[O:31]1[CH2:34][CH:33]([OH:35])[CH2:32]1.CC(C)([O-])C.[K+].C(Cl)Cl, predict the reaction product. The product is: [CH2:1]([C:3]1[CH:8]=[C:7]([C:9]2[CH:10]=[N:11][C:12]([O:35][CH:33]3[CH2:34][O:31][CH2:32]3)=[N:13][CH:14]=2)[CH:6]=[CH:5][C:4]=1[N:19]([CH3:30])[C:20]1[N:25]=[CH:24][C:23]2[N:26]=[CH:27][N:28]([CH3:29])[C:22]=2[CH:21]=1)[CH3:2]. (3) Given the reactants [Cl:1][C:2]1[CH:7]=[C:6]([C:8]2[CH:13]=[C:12](Cl)[CH:11]=[CH:10][C:9]=2[O:15][CH3:16])[N:5]=[C:4]([NH2:17])[N:3]=1.ClC1C=C(Cl)N=C(N)N=1.[Br:27]C1C=CC(OC)=C(B(O)O)C=1, predict the reaction product. The product is: [Cl:1][C:2]1[CH:7]=[C:6]([C:8]2[CH:13]=[C:12]([Br:27])[CH:11]=[CH:10][C:9]=2[O:15][CH3:16])[N:5]=[C:4]([NH2:17])[N:3]=1. (4) Given the reactants Cl.[Br:2][C:3]1[CH:8]=[CH:7][C:6]([NH:9][NH2:10])=[CH:5][CH:4]=1.[C:11]([O:16][CH2:17][CH3:18])(=[O:15])[C:12]([CH3:14])=O.C(O)(=O)C, predict the reaction product. The product is: [Br:2][C:3]1[CH:8]=[CH:7][C:6]([NH:9][N:10]=[C:12]([CH3:14])[C:11]([O:16][CH2:17][CH3:18])=[O:15])=[CH:5][CH:4]=1. (5) Given the reactants [Br:1][CH2:2][CH2:3][CH2:4][O:5][C:6]1[CH:35]=[CH:34][C:9]([CH2:10][NH:11][C:12]2[N:17]=[C:16]([O:18][CH2:19][C:20]([F:23])([F:22])[F:21])[N:15]=[C:14]([NH:24][C:25]3[CH:33]=[CH:32][C:28]([C:29]([OH:31])=O)=[CH:27][CH:26]=3)[N:13]=2)=[CH:8][CH:7]=1.F[B-](F)(F)F.N1(OC(N(C)C)=[N+](C)C)C2C=CC=CC=2N=N1.[CH2:58]1[C:62]2([CH2:66][CH2:65][NH:64][CH2:63]2)[CH2:61][CH2:60][N:59]1[C:67]([O:69][C:70]([CH3:73])([CH3:72])[CH3:71])=[O:68].CCN(C(C)C)C(C)C, predict the reaction product. The product is: [Br:1][CH2:2][CH2:3][CH2:4][O:5][C:6]1[CH:7]=[CH:8][C:9]([CH2:10][NH:11][C:12]2[N:17]=[C:16]([O:18][CH2:19][C:20]([F:23])([F:21])[F:22])[N:15]=[C:14]([NH:24][C:25]3[CH:33]=[CH:32][C:28]([C:29]([N:64]4[CH2:65][CH2:66][C:62]5([CH2:58][N:59]([C:67]([O:69][C:70]([CH3:71])([CH3:72])[CH3:73])=[O:68])[CH2:60][CH2:61]5)[CH2:63]4)=[O:31])=[CH:27][CH:26]=3)[N:13]=2)=[CH:34][CH:35]=1.